This data is from Forward reaction prediction with 1.9M reactions from USPTO patents (1976-2016). The task is: Predict the product of the given reaction. (1) Given the reactants [CH2:1]([O:3][C:4](=[O:16])[CH2:5][C:6]1[CH:11]=[CH:10][CH:9]=[C:8]([O:12][CH2:13][O:14][CH3:15])[CH:7]=1)[CH3:2].[H-].[Na+].I[CH3:20], predict the reaction product. The product is: [CH2:1]([O:3][C:4](=[O:16])[CH:5]([C:6]1[CH:11]=[CH:10][CH:9]=[C:8]([O:12][CH2:13][O:14][CH3:15])[CH:7]=1)[CH3:20])[CH3:2]. (2) Given the reactants C([O:3][CH:4](OCC)[CH2:5][O:6][C:7]1[C:14]([O:15][CH3:16])=[CH:13][C:12]([O:17][CH3:18])=[CH:11][C:8]=1[CH:9]=O)C, predict the reaction product. The product is: [CH3:18][O:17][C:12]1[CH:13]=[C:14]([O:15][CH3:16])[C:7]2[O:6][C:5]([CH:4]=[O:3])=[CH:9][C:8]=2[CH:11]=1. (3) Given the reactants [C:1]([C:7]1[CH:16]=[CH:15][CH:14]=[CH:13][C:8]=1[C:9](OC)=[O:10])#[C:2][CH2:3][CH2:4][CH2:5][CH3:6].Cl.[CH3:18][NH:19][O:20][CH3:21].[Li]CCCC, predict the reaction product. The product is: [C:1]([C:7]1[CH:16]=[CH:15][CH:14]=[CH:13][C:8]=1[C:9]([N:19]([CH3:18])[O:20][CH3:21])=[O:10])#[C:2][CH2:3][CH2:4][CH2:5][CH3:6]. (4) The product is: [Cl:28][C:29]1[CH:34]=[C:33]([C:2]2[CH:3]=[C:4]3[C:9](=[CH:10][CH:11]=2)[N:8]=[CH:7][C:6]([C:12]([CH:14]2[CH2:15][CH2:16]2)=[O:13])=[C:5]3[NH:17][C:18]2[CH:23]=[CH:22][CH:21]=[C:20]([CH2:24][N:25]([CH3:27])[CH3:26])[CH:19]=2)[CH:32]=[C:31]([F:44])[C:30]=1[OH:45]. Given the reactants Br[C:2]1[CH:3]=[C:4]2[C:9](=[CH:10][CH:11]=1)[N:8]=[CH:7][C:6]([C:12]([CH:14]1[CH2:16][CH2:15]1)=[O:13])=[C:5]2[NH:17][C:18]1[CH:23]=[CH:22][CH:21]=[C:20]([CH2:24][N:25]([CH3:27])[CH3:26])[CH:19]=1.[Cl:28][C:29]1[CH:34]=[C:33](B2OC(C)(C)C(C)(C)O2)[CH:32]=[C:31]([F:44])[C:30]=1[OH:45], predict the reaction product. (5) Given the reactants C[O:2][C:3]1[CH:22]=[CH:21][C:6]2[N:7]([CH2:10][C:11]3[CH:12]=[C:13]([CH:18]=[CH:19][CH:20]=3)[C:14]([O:16][CH3:17])=[O:15])[CH:8]=[N:9][C:5]=2[CH:4]=1.B(Br)(Br)Br, predict the reaction product. The product is: [OH:2][C:3]1[CH:22]=[CH:21][C:6]2[N:7]([CH2:10][C:11]3[CH:12]=[C:13]([CH:18]=[CH:19][CH:20]=3)[C:14]([O:16][CH3:17])=[O:15])[CH:8]=[N:9][C:5]=2[CH:4]=1. (6) The product is: [CH3:1][CH:2]([N:4]1[C:8]2[N:9]=[C:10]([C:16]3[CH:21]=[CH:20][N:19]=[CH:18][CH:17]=3)[CH:11]=[C:12]([C:13]([NH:22][CH2:23][C:24]3[C:25](=[O:37])[NH:26][C:27]([CH3:36])=[CH:28][C:29]=3[C:30]3[CH:35]=[CH:34][CH:33]=[CH:32][CH:31]=3)=[O:14])[C:7]=2[CH:6]=[N:5]1)[CH3:3]. Given the reactants [CH3:1][CH:2]([N:4]1[C:8]2[N:9]=[C:10]([C:16]3[CH:21]=[CH:20][N:19]=[CH:18][CH:17]=3)[CH:11]=[C:12]([C:13](O)=[O:14])[C:7]=2[CH:6]=[N:5]1)[CH3:3].[NH2:22][CH2:23][C:24]1[C:25](=[O:37])[NH:26][C:27]([CH3:36])=[CH:28][C:29]=1[C:30]1[CH:35]=[CH:34][CH:33]=[CH:32][CH:31]=1, predict the reaction product. (7) Given the reactants CN(C([O:8]N1N=NC2C=CC=NC1=2)=[N+](C)C)C.F[P-](F)(F)(F)(F)F.[NH:25]1[CH2:29][CH2:28][CH2:27][C@@H:26]1[C:30](OC(C)(C)C)=O.[CH2:37]([S:39]([N:42]1[C:54]2[CH2:53][CH2:52][CH:51]([CH:55]3[CH2:60][CH2:59][O:58][CH2:57][CH2:56]3)[CH2:50][C:49]=2[C:48]2[C:43]1=[CH:44][CH:45]=[C:46]([C:61]([OH:63])=O)[CH:47]=2)(=[O:41])=[O:40])[CH3:38].C([N:67]([CH2:71]C)C(C)C)(C)C, predict the reaction product. The product is: [CH:29]1([NH:25][C:26](=[O:8])[CH2:30][N:67]([CH3:71])[C:61]([C:46]2[CH:47]=[C:48]3[C:43](=[CH:44][CH:45]=2)[N:42]([S:39]([CH2:37][CH3:38])(=[O:41])=[O:40])[C:54]2[CH2:53][CH2:52][CH:51]([CH:55]4[CH2:56][CH2:57][O:58][CH2:59][CH2:60]4)[CH2:50][C:49]3=2)=[O:63])[CH2:28][CH2:27]1.